This data is from Reaction yield outcomes from USPTO patents with 853,638 reactions. The task is: Predict the reaction yield, written as a fraction of the theoretical maximum amount of product (1.0 means a 100% yield; for example, 0.34 means a 34% yield). The reactants are [CH3:1][O:2][C:3]1[CH:25]=[CH:24][C:6]([CH2:7][N:8]2[CH:17]=[C:16]3[C:10]([CH2:11][O:12][C:13]([CH3:23])([CH3:22])[C:14]4[S:20][C:19]([NH2:21])=[N:18][C:15]=43)=[N:9]2)=[CH:5][CH:4]=1.Cl[C:27]1[N:32]=[C:31]([CH3:33])[CH:30]=[CH:29][N:28]=1.CC1(C)C2C(=C(P(C3C=CC=CC=3)C3C=CC=CC=3)C=CC=2)OC2C(P(C3C=CC=CC=3)C3C=CC=CC=3)=CC=CC1=2.C([O-])([O-])=O.[Cs+].[Cs+]. The catalyst is O1CCOCC1.C1C=CC(/C=C/C(/C=C/C2C=CC=CC=2)=O)=CC=1.C1C=CC(/C=C/C(/C=C/C2C=CC=CC=2)=O)=CC=1.C1C=CC(/C=C/C(/C=C/C2C=CC=CC=2)=O)=CC=1.[Pd].[Pd]. The product is [CH3:1][O:2][C:3]1[CH:4]=[CH:5][C:6]([CH2:7][N:8]2[CH:17]=[C:16]3[C:10]([CH2:11][O:12][C:13]([CH3:23])([CH3:22])[C:14]4[S:20][C:19]([NH:21][C:27]5[N:32]=[C:31]([CH3:33])[CH:30]=[CH:29][N:28]=5)=[N:18][C:15]=43)=[N:9]2)=[CH:24][CH:25]=1. The yield is 1.00.